Dataset: Full USPTO retrosynthesis dataset with 1.9M reactions from patents (1976-2016). Task: Predict the reactants needed to synthesize the given product. (1) Given the product [CH3:1][N:2]([CH3:4])[NH:3][C:12](=[O:17])[C:13]([CH3:16])([CH3:15])[CH3:14], predict the reactants needed to synthesize it. The reactants are: [CH3:1][N:2]([CH3:4])[NH2:3].C(N(CC)CC)C.[C:12](Cl)(=[O:17])[C:13]([CH3:16])([CH3:15])[CH3:14]. (2) Given the product [CH2:1]([O:8][C:9]1[CH:17]=[C:16]2[C:12]([CH2:13][CH2:14][NH:15]2)=[CH:11][CH:10]=1)[C:2]1[CH:3]=[CH:4][CH:5]=[CH:6][CH:7]=1, predict the reactants needed to synthesize it. The reactants are: [CH2:1]([O:8][C:9]1[CH:17]=[C:16]2[C:12]([CH:13]=[CH:14][NH:15]2)=[CH:11][CH:10]=1)[C:2]1[CH:7]=[CH:6][CH:5]=[CH:4][CH:3]=1.C([BH3-])#N.[Na+]. (3) Given the product [ClH:27].[F:26][C:21]1[CH:20]=[C:19]([CH:24]=[CH:23][C:22]=1[F:25])[CH2:18][NH2:17], predict the reactants needed to synthesize it. The reactants are: C(OC(N1[C@H]2CCCC[C@H]2N=C1[NH:17][CH2:18][C:19]1[CH:24]=[CH:23][C:22]([F:25])=[C:21]([F:26])[CH:20]=1)=O)(C)(C)C.[ClH:27]. (4) Given the product [CH2:18]([O:9][C:8]1[C:3]([C:1]#[N:2])=[N:4][C:5]([Br:10])=[CH:6][CH:7]=1)[C:19]1[CH:24]=[CH:23][CH:22]=[CH:21][CH:20]=1, predict the reactants needed to synthesize it. The reactants are: [C:1]([C:3]1[C:8]([OH:9])=[CH:7][CH:6]=[CH:5][N:4]=1)#[N:2].[Br:10]N1C(=O)CCC1=O.[CH2:18](Br)[C:19]1[CH:24]=[CH:23][CH:22]=[CH:21][CH:20]=1.C(=O)([O-])[O-].[K+].[K+].